Dataset: Forward reaction prediction with 1.9M reactions from USPTO patents (1976-2016). Task: Predict the product of the given reaction. (1) The product is: [C:14]12([CH2:12][NH:11][CH2:10][CH2:9][CH:8]([OH:7])[CH3:24])[CH2:23][CH:18]3[CH2:19][CH:20]([CH2:22][CH:16]([CH2:17]3)[CH2:15]1)[CH2:21]2. Given the reactants [H-].[H-].[H-].[H-].[Li+].[Al+3].[OH:7][CH:8]([CH3:24])[CH2:9][CH2:10][NH:11][C:12]([C:14]12[CH2:23][CH:18]3[CH2:19][CH:20]([CH2:22][CH:16]([CH2:17]3)[CH2:15]1)[CH2:21]2)=O, predict the reaction product. (2) Given the reactants [F:1][C:2]([F:18])([F:17])/[C:3](/[C:6]1[CH:7]=[C:8]([CH:14]=[CH:15][CH:16]=1)[C:9]([O:11][CH2:12][CH3:13])=[O:10])=[N:4]/[OH:5].[CH3:19][C:20]1[CH:25]=[CH:24][C:23]([S:26](Cl)(=[O:28])=[O:27])=[CH:22][CH:21]=1, predict the reaction product. The product is: [F:1][C:2]([F:17])([F:18])/[C:3](/[C:6]1[CH:7]=[C:8]([CH:14]=[CH:15][CH:16]=1)[C:9]([O:11][CH2:12][CH3:13])=[O:10])=[N:4]/[O:5][S:26]([C:23]1[CH:24]=[CH:25][C:20]([CH3:19])=[CH:21][CH:22]=1)(=[O:28])=[O:27]. (3) Given the reactants [Br:1][C:2]1[CH:11]=[CH:10][CH:9]=[C:8]2[C:3]=1[N:4]=[C:5]([Cl:13])[C:6](Cl)=[N:7]2.[NH4+:14].[OH-], predict the reaction product. The product is: [Br:1][C:2]1[CH:11]=[CH:10][CH:9]=[C:8]2[C:3]=1[N:4]=[C:5]([Cl:13])[C:6]([NH2:14])=[N:7]2. (4) Given the reactants [N:1]12[CH2:8][CH2:7][CH:4]([CH2:5][CH2:6]1)[C@@H:3]([N:9]1[CH2:22][CH2:21][CH2:20][N:18]3[C:19]4[C:15]([CH:16]=[CH:17]3)=[CH:14][CH:13]=[CH:12][C:11]=4[C:10]1=[O:23])[CH2:2]2.[ClH:24], predict the reaction product. The product is: [ClH:24].[N:1]12[CH2:8][CH2:7][CH:4]([CH2:5][CH2:6]1)[C@@H:3]([N:9]1[CH2:22][CH2:21][CH2:20][N:18]3[C:19]4[C:15]([CH:16]=[CH:17]3)=[CH:14][CH:13]=[CH:12][C:11]=4[C:10]1=[O:23])[CH2:2]2.